Dataset: Full USPTO retrosynthesis dataset with 1.9M reactions from patents (1976-2016). Task: Predict the reactants needed to synthesize the given product. (1) Given the product [F:61][C@@H:24]1[C@H:23]([OH:22])[C@@H:27]([CH3:28])[O:26][C@H:25]1[N:53]1[CH:60]=[CH:59][C:57](=[O:58])[NH:56][C:54]1=[O:55], predict the reactants needed to synthesize it. The reactants are: COC1C=CC(C([O:22][C@@H:23]2[C@@H:27]([CH2:28]OC(C3C=CC=CC=3)(C3C=CC(OC)=CC=3)C3C=CC(OC)=CC=3)[O:26][C@@H:25]([N:53]3[CH:60]=[CH:59][C:57](=[O:58])[NH:56][C:54]3=[O:55])[C@@H:24]2[F:61])(C2C=CC=CC=2)C2C=CC(OC)=CC=2)=CC=1.C(O)(=O)C. (2) Given the product [CH3:1][C@H:2]1[CH2:3][C@@H:4]([NH:6][C:7]([O:9][CH:10]([CH3:12])[CH3:11])=[O:8])[C:15]2[C:14](=[CH:19][CH:18]=[C:17]([C:20]3[N:21]=[CH:22][N:23]([CH2:25][CH2:26][C:27]([O:29][C:30]([CH3:33])([CH3:32])[CH3:31])=[O:28])[CH:24]=3)[CH:16]=2)[NH:13]1, predict the reactants needed to synthesize it. The reactants are: [CH3:1][CH:2]([NH:13][C:14]1[CH:19]=[CH:18][C:17]([C:20]2[N:21]=[CH:22][N:23]([CH2:25][CH2:26][C:27]([O:29][C:30]([CH3:33])([CH3:32])[CH3:31])=[O:28])[CH:24]=2)=[CH:16][CH:15]=1)[CH2:3][C:4]([NH:6][C:7]([O:9][CH:10]([CH3:12])[CH3:11])=[O:8])=O.[BH4-].[Na+].[Cl-].[Mg+2].[Cl-].C(O)(=O)CC(CC(O)=O)(C(O)=O)O.Cl. (3) Given the product [C:1]([O:5][C:6]([N:8]1[CH2:11][C:10]([C:13](=[N:39][NH2:40])[CH3:14])([CH3:12])[CH2:9]1)=[O:7])([CH3:4])([CH3:3])[CH3:2], predict the reactants needed to synthesize it. The reactants are: [C:1]([O:5][C:6]([N:8]1[CH2:11][C:10]([C:13](=O)[CH3:14])([CH3:12])[CH2:9]1)=[O:7])([CH3:4])([CH3:3])[CH3:2].C(OC(N1CC(C)(C(O)=O)C1)=O)(C)(C)C.C(N(CC)CC)C.O.[NH2:39][NH2:40]. (4) Given the product [Br:1][C:2]1[CH:3]=[C:4]2[C:8](=[CH:9][CH:10]=1)[N:7]([CH:24]1[CH2:25][CH2:26][CH2:27][CH2:28][O:23]1)[N:6]=[C:5]2[F:11], predict the reactants needed to synthesize it. The reactants are: [Br:1][C:2]1[CH:3]=[C:4]2[C:8](=[CH:9][CH:10]=1)[NH:7][N:6]=[C:5]2[F:11].CC1C=CC(S(O)(=O)=O)=CC=1.[O:23]1[CH:28]=[CH:27][CH2:26][CH2:25][CH2:24]1. (5) Given the product [CH2:1]([O:3][C:4]([CH:6]1[CH2:11][CH2:10][N:9]([C:12]2[CH:17]=[CH:16][C:15]([C:18](=[O:28])[NH:19][C:20]3[CH:21]=[C:22]([C:34]4[CH:33]=[CH:32][CH:31]=[C:30]([F:29])[CH:35]=4)[C:23]([CH3:26])=[CH:24][CH:25]=3)=[CH:14][N:13]=2)[CH2:8][CH2:7]1)=[O:5])[CH3:2], predict the reactants needed to synthesize it. The reactants are: [CH2:1]([O:3][C:4]([CH:6]1[CH2:11][CH2:10][N:9]([C:12]2[CH:17]=[CH:16][C:15]([C:18](=[O:28])[NH:19][C:20]3[CH:25]=[CH:24][C:23]([CH3:26])=[C:22](I)[CH:21]=3)=[CH:14][N:13]=2)[CH2:8][CH2:7]1)=[O:5])[CH3:2].[F:29][C:30]1[CH:31]=[C:32](B(O)O)[CH:33]=[CH:34][CH:35]=1.C(OC(C1CCN(C2C=CC(C(=O)NC3C=CC(C4C=CC=CC=4)=C(C)C=3)=CN=2)CC1)=O)C. (6) Given the product [CH3:21][C:19]([CH3:18])([S@@:22]([NH:24][C@:25]([C:27]1[CH:32]=[CH:31][CH:30]=[CH:29][CH:28]=1)([CH3:26])[CH2:14][C:13]([O:16][CH3:17])=[O:15])=[O:23])[CH3:20], predict the reactants needed to synthesize it. The reactants are: N(C(C)C)C(C)C.[Li]CCCC.[C:13]([O:16][CH3:17])(=[O:15])[CH3:14].[CH3:18][C:19]([S@@:22]([N:24]=[C:25]([C:27]1[CH:32]=[CH:31][CH:30]=[CH:29][CH:28]=1)[CH3:26])=[O:23])([CH3:21])[CH3:20]. (7) Given the product [OH:4][CH2:5][C@@H:6]1[C@@H:11]([OH:12])[C@H:10]([OH:16])[C@H:9]([OH:20])[C@@H:8]([CH2:24]/[CH:25]=[CH:26]/[C:27]2[CH:28]=[CH:29][C:30]([C:33]#[C:34][C:35]3[CH:40]=[CH:39][C:38]([C@@H:41]4[C@@H:46]([OH:47])[C@@H:45]([OH:51])[C@H:44]([OH:55])[C@@H:43]([CH2:59][OH:60])[O:42]4)=[CH:37][CH:36]=3)=[CH:31][CH:32]=2)[O:7]1, predict the reactants needed to synthesize it. The reactants are: C([O:4][CH2:5][C@@H:6]1[C@@H:11]([O:12]C(=O)C)[C@H:10]([O:16]C(=O)C)[C@H:9]([O:20]C(=O)C)[C@@H:8]([CH2:24]/[CH:25]=[CH:26]/[C:27]2[CH:32]=[CH:31][C:30]([C:33]#[C:34][C:35]3[CH:40]=[CH:39][C:38]([C@@H:41]4[C@@H:46]([O:47]C(=O)C)[C@@H:45]([O:51]C(=O)C)[C@H:44]([O:55]C(=O)C)[C@@H:43]([CH2:59][O:60]C(=O)C)[O:42]4)=[CH:37][CH:36]=3)=[CH:29][CH:28]=2)[O:7]1)(=O)C.CO[Na].